Dataset: Reaction yield outcomes from USPTO patents with 853,638 reactions. Task: Predict the reaction yield, written as a fraction of the theoretical maximum amount of product (1.0 means a 100% yield; for example, 0.34 means a 34% yield). (1) The reactants are FC(F)(F)S(O[C:7]1[CH:8]=[C:9]2[C:14](=[CH:15][CH:16]=1)[CH:13]([C:17]([O:19][CH2:20][CH3:21])=[O:18])[N:12]([C:22]([O:24][C:25]([CH3:28])([CH3:27])[CH3:26])=[O:23])[CH2:11][CH2:10]2)(=O)=O.[CH3:31][N:32](C=O)C. The catalyst is C(OCC)(=O)C.C1C=CC([P]([Pd]([P](C2C=CC=CC=2)(C2C=CC=CC=2)C2C=CC=CC=2)([P](C2C=CC=CC=2)(C2C=CC=CC=2)C2C=CC=CC=2)[P](C2C=CC=CC=2)(C2C=CC=CC=2)C2C=CC=CC=2)(C2C=CC=CC=2)C2C=CC=CC=2)=CC=1.[C-]#N.[Zn+2].[C-]#N. The product is [C:31]([C:7]1[CH:8]=[C:9]2[C:14](=[CH:15][CH:16]=1)[CH:13]([C:17]([O:19][CH2:20][CH3:21])=[O:18])[N:12]([C:22]([O:24][C:25]([CH3:27])([CH3:26])[CH3:28])=[O:23])[CH2:11][CH2:10]2)#[N:32]. The yield is 0.910. (2) The reactants are F[C:2]1[CH:10]=[CH:9][C:5]([C:6]([OH:8])=[O:7])=[CH:4][N:3]=1.[C:11]([O:15][C:16]([N:18]1[CH2:23][CH2:22][NH:21][C@H:20]([CH3:24])[CH2:19]1)=[O:17])([CH3:14])([CH3:13])[CH3:12].C([Mg]Cl)(C)C.Cl. The catalyst is O1CCCC1.O.CC(C)=O. The product is [C:11]([O:15][C:16]([N:18]1[CH2:23][CH2:22][N:21]([C:2]2[CH:10]=[CH:9][C:5]([C:6]([OH:8])=[O:7])=[CH:4][N:3]=2)[C@H:20]([CH3:24])[CH2:19]1)=[O:17])([CH3:14])([CH3:12])[CH3:13]. The yield is 0.960. (3) The reactants are [Si:1]([O:8][CH2:9][C@@H:10]1[C:18]2[C:13](=[CH:14][CH:15]=[CH:16][CH:17]=2)[CH2:12][C@H:11]1[NH2:19])([C:4]([CH3:7])([CH3:6])[CH3:5])([CH3:3])[CH3:2].[Cl:20][C:21]1[S:28][C:27]2[CH:26]=[C:25]([C:29](O)=[O:30])[NH:24][C:23]=2[C:22]=1[Cl:32].CCN(C(C)C)C(C)C.C1C=CC2N(O)N=NC=2C=1.CCN=C=NCCCN(C)C. The catalyst is C(Cl)Cl. The product is [Si:1]([O:8][CH2:9][C@@H:10]1[C:18]2[C:13](=[CH:14][CH:15]=[CH:16][CH:17]=2)[CH2:12][C@H:11]1[NH:19][C:29]([C:25]1[NH:24][C:23]2[C:22]([Cl:32])=[C:21]([Cl:20])[S:28][C:27]=2[CH:26]=1)=[O:30])([C:4]([CH3:7])([CH3:6])[CH3:5])([CH3:3])[CH3:2]. The yield is 0.560.